Dataset: Full USPTO retrosynthesis dataset with 1.9M reactions from patents (1976-2016). Task: Predict the reactants needed to synthesize the given product. (1) Given the product [Cl:11][CH2:8][C:7]1[C:2]([CH3:1])=[N:3][CH:4]=[CH:5][CH:6]=1, predict the reactants needed to synthesize it. The reactants are: [CH3:1][C:2]1[C:7]([CH2:8]O)=[CH:6][CH:5]=[CH:4][N:3]=1.C(Cl)[Cl:11]. (2) Given the product [CH3:1][S:2]([OH:5])(=[O:4])=[O:3].[CH3:1][S:2]([OH:5])(=[O:4])=[O:3].[CH:6]1([NH:9][C:10](=[O:35])[C:11]2[CH:16]=[CH:15][C:14]([CH3:17])=[C:13]([N:18]3[C:27](=[O:28])[C:26]4[C:21](=[CH:22][CH:23]=[C:24]([CH2:29][CH2:30][CH2:31][N:32]([CH3:33])[CH3:34])[CH:25]=4)[N:20]=[CH:19]3)[CH:12]=2)[CH2:8][CH2:7]1, predict the reactants needed to synthesize it. The reactants are: [CH3:1][S:2]([OH:5])(=[O:4])=[O:3].[CH:6]1([NH:9][C:10](=[O:35])[C:11]2[CH:16]=[CH:15][C:14]([CH3:17])=[C:13]([N:18]3[C:27](=[O:28])[C:26]4[C:21](=[CH:22][CH:23]=[C:24]([CH2:29][CH2:30][CH2:31][N:32]([CH3:34])[CH3:33])[CH:25]=4)[N:20]=[CH:19]3)[CH:12]=2)[CH2:8][CH2:7]1. (3) Given the product [NH:7]1[C:8]2[C:13](=[CH:12][CH:11]=[CH:10][CH:9]=2)[C:5]([CH2:3][C@@H:2]([NH2:1])[CH3:14])=[CH:6]1, predict the reactants needed to synthesize it. The reactants are: [NH2:1][C@@H:2]([CH3:14])[C:3]([C:5]1[C:13]2[C:8](=[CH:9][CH:10]=[CH:11][CH:12]=2)[NH:7][CH:6]=1)=O.[BH4-].[Na+]. (4) Given the product [CH3:32][C:33]1[CH:42]=[C:41]([CH3:43])[CH:40]=[C:39]2[C:34]=1[CH2:35][CH2:36][CH2:37][C@H:38]2[NH:44][C:7]([C:6]1[C:2]([CH3:1])=[N:3][O:4][CH:5]=1)=[O:9].[CH3:32][C:33]1[CH:42]=[C:41]([CH3:43])[CH:40]=[C:39]2[C:34]=1[CH2:35][CH2:36][CH2:37][C@H:38]2[NH:44][C@@H:6]([C:26]1[CH:25]=[CH:24][CH:23]=[CH:22][CH:27]=1)[CH2:5][OH:4], predict the reactants needed to synthesize it. The reactants are: [CH3:1][C:2]1[C:6]([C:7]([OH:9])=O)=[CH:5][O:4][N:3]=1.CCN=C=NCCCN(C)C.Cl.[CH:22]1[CH:23]=[CH:24][C:25]2N(O)N=N[C:26]=2[CH:27]=1.[CH3:32][C:33]1[CH:42]=[C:41]([CH3:43])[CH:40]=[C:39]2[C:34]=1[CH2:35][CH2:36][CH2:37][C@H:38]2[NH2:44]. (5) Given the product [F:131][C:130]([F:133])([F:132])[S:127]([O:42][C:29]1[C:30]([CH3:40])([CH3:41])[C@H:31]2[C@:26]([CH3:43])([CH2:27][CH:28]=1)[C@@H:25]1[C@:34]([CH3:39])([C@@:35]3([CH3:38])[CH:22]([CH2:23][CH2:24]1)[C@H:21]1[C@H:44]([C:47]([CH3:49])=[CH2:48])[CH2:45][CH2:46][C@:20]1([CH2:19][O:18][Si:1]([C:14]([CH3:17])([CH3:16])[CH3:15])([C:8]1[CH:9]=[CH:10][CH:11]=[CH:12][CH:13]=1)[C:2]1[CH:7]=[CH:6][CH:5]=[CH:4][CH:3]=1)[CH2:37][CH2:36]3)[CH2:33][CH2:32]2)(=[O:129])=[O:128], predict the reactants needed to synthesize it. The reactants are: [Si:1]([O:18][CH2:19][C@:20]12[CH2:46][CH2:45][C@@H:44]([C:47]([CH3:49])=[CH2:48])[C@@H:21]1[CH:22]1[C@@:35]([CH3:38])([CH2:36][CH2:37]2)[C@@:34]2([CH3:39])[C@@H:25]([C@:26]3([CH3:43])[C@@H:31]([CH2:32][CH2:33]2)[C:30]([CH3:41])([CH3:40])[C@@H:29]([OH:42])[CH2:28][CH2:27]3)[CH2:24][CH2:23]1)([C:14]([CH3:17])([CH3:16])[CH3:15])([C:8]1[CH:13]=[CH:12][CH:11]=[CH:10][CH:9]=1)[C:2]1[CH:7]=[CH:6][CH:5]=[CH:4][CH:3]=1.C1C=C[NH+]=CC=1.[O-][Cr](Cl)(=O)=O.[Si](OC[C@]12CC[C@@H](C(C)=C)[C@@H]1C1[C@@](C)(CC2)[C@@]2(C)[C@@H]([C@]3(C)[C@@H](CC2)C(C)(C)C(=O)CC3)CC1)(C(C)(C)C)(C1C=CC=CC=1)C1C=CC=CC=1.C[Si]([N-][Si](C)(C)C)(C)C.[K+].C1C=CC(N(S(C(F)(F)F)(=O)=O)[S:127]([C:130]([F:133])([F:132])[F:131])(=[O:129])=[O:128])=CC=1. (6) Given the product [CH3:13][C:4]([C@H:6]1[CH2:11][CH2:10][CH2:9][N:8]([CH3:12])[CH2:7]1)([CH3:5])[C:3]([OH:14])=[O:2], predict the reactants needed to synthesize it. The reactants are: C[O:2][C:3](=[O:14])[C:4]([CH3:13])([C@H:6]1[CH2:11][CH2:10][CH2:9][N:8]([CH3:12])[CH2:7]1)[CH3:5].[OH-].[Na+]. (7) Given the product [Br:1][C:2]1[CH:7]=[C:6]([NH2:8])[CH:5]=[N:4][C:3]=1[O:11][CH2:12][CH:13]1[CH2:15][CH2:14]1, predict the reactants needed to synthesize it. The reactants are: [Br:1][C:2]1[C:3]([O:11][CH2:12][CH:13]2[CH2:15][CH2:14]2)=[N:4][CH:5]=[C:6]([N+:8]([O-])=O)[CH:7]=1.[Cl-].[NH4+].O.C(O)C. (8) The reactants are: [CH3:1][O:2][C:3]1[CH:29]=[CH:28][C:6]([C:7]([NH:9][NH:10][C:11](=O)[CH2:12][C:13]2[CH:26]=[CH:25][C:16]3[CH:17]=[C:18]([C:20]([O:22][CH2:23][CH3:24])=[O:21])[S:19][C:15]=3[CH:14]=2)=[O:8])=[CH:5][CH:4]=1.[OH-].COC(NS([N+](CC)(CC)CC)(=O)=O)=O. Given the product [CH3:1][O:2][C:3]1[CH:29]=[CH:28][C:6]([C:7]2[O:8][C:11]([CH2:12][C:13]3[CH:26]=[CH:25][C:16]4[CH:17]=[C:18]([C:20]([O:22][CH2:23][CH3:24])=[O:21])[S:19][C:15]=4[CH:14]=3)=[N:10][N:9]=2)=[CH:5][CH:4]=1, predict the reactants needed to synthesize it.